This data is from TCR-epitope binding with 47,182 pairs between 192 epitopes and 23,139 TCRs. The task is: Binary Classification. Given a T-cell receptor sequence (or CDR3 region) and an epitope sequence, predict whether binding occurs between them. (1) The epitope is KTSVDCTMYI. The TCR CDR3 sequence is CATQDRDHAEAFF. Result: 1 (the TCR binds to the epitope). (2) The epitope is LQPFPQPELPYPQPQ. The TCR CDR3 sequence is CASSLGRDIGDTQYF. Result: 0 (the TCR does not bind to the epitope). (3) The epitope is GTSGSPIIDK. The TCR CDR3 sequence is CASSPRGGYNEQFF. Result: 0 (the TCR does not bind to the epitope).